This data is from Catalyst prediction with 721,799 reactions and 888 catalyst types from USPTO. The task is: Predict which catalyst facilitates the given reaction. (1) Reactant: [Na].O=[C:3]1[CH2:8][CH2:7][N:6]([C:9]([O:11][C:12]([CH3:15])([CH3:14])[CH3:13])=[O:10])[CH2:5][CH2:4]1.[O:16]1[C:20]2[CH:21]=[CH:22][C:23]([CH2:25][C:26]#[N:27])=[CH:24][C:19]=2[O:18][CH2:17]1. Product: [O:16]1[C:20]2[CH:21]=[CH:22][C:23]([C:25]([C:26]#[N:27])=[C:3]3[CH2:8][CH2:7][N:6]([C:9]([O:11][C:12]([CH3:15])([CH3:14])[CH3:13])=[O:10])[CH2:5][CH2:4]3)=[CH:24][C:19]=2[O:18][CH2:17]1. The catalyst class is: 5. (2) Reactant: [NH2:1][NH2:2].[CH2:3]1[CH:10]2[C:6]3([C:12]4[O:13][C:14](=O)[C:15]5[CH:21]=[CH:20][CH:19]=[CH:18][C:16]=5[N:17]=4)[CH2:7][CH:8]([CH2:11][CH:4]1[CH2:5]3)[CH2:9]2. Product: [NH2:1][N:2]1[C:14](=[O:13])[C:15]2[C:16](=[CH:18][CH:19]=[CH:20][CH:21]=2)[N:17]=[C:12]1[C:6]12[CH2:7][CH:8]3[CH2:11][CH:4]([CH2:3][CH:10]1[CH2:9]3)[CH2:5]2. The catalyst class is: 11. (3) Reactant: [H-].[Na+].[Br:3][C:4]1[N:5]=[C:6]2[C:12]([C:13](=[O:18])[C:14]([CH3:17])([CH3:16])[CH3:15])=[CH:11][NH:10][C:7]2=[N:8][CH:9]=1.[CH3:19][Si:20]([CH3:27])([CH3:26])[CH2:21][CH2:22][O:23][CH2:24]Cl. Product: [Br:3][C:4]1[N:5]=[C:6]2[C:12]([C:13](=[O:18])[C:14]([CH3:15])([CH3:17])[CH3:16])=[CH:11][N:10]([CH2:24][O:23][CH2:22][CH2:21][Si:20]([CH3:27])([CH3:26])[CH3:19])[C:7]2=[N:8][CH:9]=1. The catalyst class is: 3. (4) Reactant: [C:1]([C:4]1[C:22](=[O:23])[C@@:8]2([CH3:24])[C:9]3[C:15]([OH:16])=[CH:14][C:13]([O:17][CH3:18])=[C:12]([C:19]([NH2:21])=[O:20])[C:10]=3[O:11][C:7]2=[CH:6][C:5]=1[OH:25])(=[O:3])[CH3:2].[F:26][C:27]1[CH:46]=[CH:45][C:30]([CH2:31][O:32][C:33]2[C:42]3[C:37](=[CH:38][CH:39]=[CH:40][CH:41]=3)[C:36]([CH:43]=O)=[CH:35][CH:34]=2)=[CH:29][CH:28]=1.C([SiH](CC)CC)C.FC(F)(F)C(O)=O. Product: [C:1]([C:4]1[C:22](=[O:23])[C@@:8]2([CH3:24])[C:9]3[C:15]([OH:16])=[CH:14][C:13]([O:17][CH3:18])=[C:12]([C:19]([NH:21][CH2:43][C:36]4[C:37]5[C:42](=[CH:41][CH:40]=[CH:39][CH:38]=5)[C:33]([O:32][CH2:31][C:30]5[CH:29]=[CH:28][C:27]([F:26])=[CH:46][CH:45]=5)=[CH:34][CH:35]=4)=[O:20])[C:10]=3[O:11][C:7]2=[CH:6][C:5]=1[OH:25])(=[O:3])[CH3:2]. The catalyst class is: 10. (5) Reactant: [CH3:1][O:2][C:3]([CH:5]1[CH2:9][S:8][CH:7]([CH2:10][CH:11]([C:20]([O:22]CC2C=CC=CC=2)=O)[NH:12][C:13]([O:15][C:16]([CH3:19])([CH3:18])[CH3:17])=[O:14])[NH:6]1)=[O:4]. Product: [CH3:1][O:2][C:3]([CH:5]1[CH2:9][S:8][CH:7]2[CH2:10][CH:11]([NH:12][C:13]([O:15][C:16]([CH3:17])([CH3:18])[CH3:19])=[O:14])[C:20](=[O:22])[N:6]12)=[O:4]. The catalyst class is: 383. (6) Reactant: [C:1]([O:5][C:6]([N:8]1[CH2:13][CH:12]=[C:11]([C:14]2[CH:19]=[CH:18][C:17]([N+:20]([O-])=O)=[C:16]([N:23]3[CH2:28][CH2:27][CH:26]([CH3:29])[CH2:25][CH2:24]3)[CH:15]=2)[CH2:10][CH2:9]1)=[O:7])([CH3:4])([CH3:3])[CH3:2]. Product: [C:1]([O:5][C:6]([N:8]1[CH2:9][CH2:10][CH:11]([C:14]2[CH:19]=[CH:18][C:17]([NH2:20])=[C:16]([N:23]3[CH2:28][CH2:27][CH:26]([CH3:29])[CH2:25][CH2:24]3)[CH:15]=2)[CH2:12][CH2:13]1)=[O:7])([CH3:4])([CH3:2])[CH3:3]. The catalyst class is: 19.